From a dataset of Full USPTO retrosynthesis dataset with 1.9M reactions from patents (1976-2016). Predict the reactants needed to synthesize the given product. Given the product [F:1][C:2]1[CH:7]=[CH:6][C:5]([C:8]2[CH:13]=[CH:12][C:11]([C:14]([Cl:21])=[O:16])=[CH:10][CH:9]=2)=[CH:4][CH:3]=1, predict the reactants needed to synthesize it. The reactants are: [F:1][C:2]1[CH:7]=[CH:6][C:5]([C:8]2[CH:13]=[CH:12][C:11]([C:14]([OH:16])=O)=[CH:10][CH:9]=2)=[CH:4][CH:3]=1.C(Cl)(C([Cl:21])=O)=O.